This data is from Peptide-MHC class II binding affinity with 134,281 pairs from IEDB. The task is: Regression. Given a peptide amino acid sequence and an MHC pseudo amino acid sequence, predict their binding affinity value. This is MHC class II binding data. (1) The peptide sequence is MKNIFMLTLFILIIT. The MHC is DRB5_0101 with pseudo-sequence DRB5_0101. The binding affinity (normalized) is 0.541. (2) The peptide sequence is IGPRHPIRALVGDEV. The MHC is DRB5_0101 with pseudo-sequence DRB5_0101. The binding affinity (normalized) is 0.452. (3) The peptide sequence is LLESIAQFGDWVEFA. The MHC is DRB1_0101 with pseudo-sequence DRB1_0101. The binding affinity (normalized) is 0.467. (4) The peptide sequence is RLATAIAGAWENGVC. The MHC is DRB5_0101 with pseudo-sequence DRB5_0101. The binding affinity (normalized) is 0.107. (5) The peptide sequence is LQLVGIQRAGLAPTG. The MHC is DRB4_0101 with pseudo-sequence DRB4_0103. The binding affinity (normalized) is 1.00. (6) The peptide sequence is EKKYFAATQFEPLQA. The MHC is HLA-DQA10101-DQB10501 with pseudo-sequence HLA-DQA10101-DQB10501. The binding affinity (normalized) is 0.376.